This data is from NCI-60 drug combinations with 297,098 pairs across 59 cell lines. The task is: Regression. Given two drug SMILES strings and cell line genomic features, predict the synergy score measuring deviation from expected non-interaction effect. (1) Drug 1: COC1=C(C=C2C(=C1)N=CN=C2NC3=CC(=C(C=C3)F)Cl)OCCCN4CCOCC4. Drug 2: CC1CCC2CC(C(=CC=CC=CC(CC(C(=O)C(C(C(=CC(C(=O)CC(OC(=O)C3CCCCN3C(=O)C(=O)C1(O2)O)C(C)CC4CCC(C(C4)OC)OCCO)C)C)O)OC)C)C)C)OC. Cell line: ACHN. Synergy scores: CSS=52.5, Synergy_ZIP=-1.43, Synergy_Bliss=-1.62, Synergy_Loewe=7.57, Synergy_HSA=8.62. (2) Drug 1: CC1=CC=C(C=C1)C2=CC(=NN2C3=CC=C(C=C3)S(=O)(=O)N)C(F)(F)F. Drug 2: C1=NC2=C(N=C(N=C2N1C3C(C(C(O3)CO)O)F)Cl)N. Cell line: SF-268. Synergy scores: CSS=-1.27, Synergy_ZIP=0.195, Synergy_Bliss=0.0124, Synergy_Loewe=-6.41, Synergy_HSA=-2.82. (3) Drug 1: C1=CC=C(C=C1)NC(=O)CCCCCCC(=O)NO. Drug 2: C1=CN(C(=O)N=C1N)C2C(C(C(O2)CO)O)(F)F. Cell line: SK-OV-3. Synergy scores: CSS=75.0, Synergy_ZIP=6.31, Synergy_Bliss=5.42, Synergy_Loewe=-0.883, Synergy_HSA=7.89. (4) Cell line: NCIH23. Synergy scores: CSS=47.0, Synergy_ZIP=1.46, Synergy_Bliss=2.52, Synergy_Loewe=-9.77, Synergy_HSA=2.99. Drug 1: C1=CN(C(=O)N=C1N)C2C(C(C(O2)CO)O)O.Cl. Drug 2: COCCOC1=C(C=C2C(=C1)C(=NC=N2)NC3=CC=CC(=C3)C#C)OCCOC.Cl.